Dataset: Forward reaction prediction with 1.9M reactions from USPTO patents (1976-2016). Task: Predict the product of the given reaction. (1) The product is: [CH2:33]([N:30]([CH2:31][CH3:32])[C:28]([C:27]1[CH:26]=[CH:25][C:24]([CH2:23][N:10]2[C:2]3[CH2:3][N:4]([C:15]([O:17][C:18]([CH3:21])([CH3:20])[CH3:19])=[O:16])[CH2:5][CH2:6][C:7]=3[C:8]([C:11]([F:14])([F:13])[F:12])=[N:9]2)=[CH:36][CH:35]=1)=[O:29])[CH3:34]. Given the reactants O[C:2]12[NH:10][N:9]=[C:8]([C:11]([F:14])([F:13])[F:12])[CH:7]1[CH2:6][CH2:5][N:4]([C:15]([O:17][C:18]([CH3:21])([CH3:20])[CH3:19])=[O:16])[CH2:3]2.Br[CH2:23][C:24]1[CH:36]=[CH:35][C:27]([C:28]([N:30]([CH2:33][CH3:34])[CH2:31][CH3:32])=[O:29])=[CH:26][CH:25]=1.C(=O)([O-])[O-].[K+].[K+].O, predict the reaction product. (2) Given the reactants I[C:2]1[N:3]=[CH:4][N:5]([C:7]([C:20]2[CH:25]=[CH:24][CH:23]=[CH:22][CH:21]=2)([C:14]2[CH:19]=[CH:18][CH:17]=[CH:16][CH:15]=2)[C:8]2[CH:13]=[CH:12][CH:11]=[CH:10][CH:9]=2)[CH:6]=1.[CH:26]([C:28]1[CH:33]=[CH:32][CH:31]=[CH:30][C:29]=1B(O)O)=[O:27].[O-]P([O-])([O-])=O.[K+].[K+].[K+], predict the reaction product. The product is: [C:7]([N:5]1[CH:6]=[C:2]([C:29]2[CH:30]=[CH:31][CH:32]=[CH:33][C:28]=2[CH:26]=[O:27])[N:3]=[CH:4]1)([C:20]1[CH:25]=[CH:24][CH:23]=[CH:22][CH:21]=1)([C:14]1[CH:19]=[CH:18][CH:17]=[CH:16][CH:15]=1)[C:8]1[CH:13]=[CH:12][CH:11]=[CH:10][CH:9]=1. (3) The product is: [Cl:1][C:2]1[CH:3]=[C:4]2[C:8](=[CH:9][CH:10]=1)[C@@H:7]([N:11]1[C:19](=[O:20])[C:18]3[C:13](=[CH:14][CH:15]=[CH:16][CH:17]=3)[C:12]1=[O:21])[C@@H:6]([O:22][CH3:24])[CH2:5]2. Given the reactants [Cl:1][C:2]1[CH:3]=[C:4]2[C:8](=[CH:9][CH:10]=1)[C@@H:7]([N:11]1[C:19](=[O:20])[C:18]3[C:13](=[CH:14][CH:15]=[CH:16][CH:17]=3)[C:12]1=[O:21])[C@@H:6]([OH:22])[CH2:5]2.O1CCC[CH2:24]1.CI.CC(C)([O-])C.[K+], predict the reaction product.